Task: Regression. Given a peptide amino acid sequence and an MHC pseudo amino acid sequence, predict their binding affinity value. This is MHC class II binding data.. Dataset: Peptide-MHC class II binding affinity with 134,281 pairs from IEDB (1) The peptide sequence is SNNGIKQQGIRYANP. The MHC is DRB1_1101 with pseudo-sequence DRB1_1101. The binding affinity (normalized) is 0.301. (2) The peptide sequence is DLVAYGGSWKLEGRW. The MHC is DRB1_0801 with pseudo-sequence DRB1_0801. The binding affinity (normalized) is 0.515. (3) The peptide sequence is EKKYFAATQFEPTAA. The MHC is HLA-DQA10501-DQB10301 with pseudo-sequence HLA-DQA10501-DQB10301. The binding affinity (normalized) is 0.175. (4) The peptide sequence is SVIDCNTCVTQTVDFSLDPT. The MHC is DRB1_0901 with pseudo-sequence DRB1_0901. The binding affinity (normalized) is 0. (5) The peptide sequence is VWLAYKVAAAGVSYHDRR. The MHC is DRB1_1501 with pseudo-sequence DRB1_1501. The binding affinity (normalized) is 0.131. (6) The peptide sequence is TRKYLPAIVREAIKR. The MHC is DRB1_0405 with pseudo-sequence DRB1_0405. The binding affinity (normalized) is 0.554.